Dataset: Full USPTO retrosynthesis dataset with 1.9M reactions from patents (1976-2016). Task: Predict the reactants needed to synthesize the given product. (1) Given the product [CH3:18][O:19][C:7]([CH:3]1[CH2:4][CH2:5][CH2:6][CH:1]([C:10]([O:12][CH3:15])=[O:11])[CH2:2]1)=[O:9], predict the reactants needed to synthesize it. The reactants are: [CH:1]1([C:10]([OH:12])=[O:11])[CH2:6][CH2:5][CH2:4][CH:3]([C:7]([OH:9])=O)[CH2:2]1.Cl[Si](C)(C)[CH3:15].[CH3:18][OH:19]. (2) Given the product [C:42]([NH2:3])(=[O:43])[C:41]1[CH:45]=[CH:46][CH:38]=[N:39][CH:40]=1, predict the reactants needed to synthesize it. The reactants are: C([N:3](CC)CC)C.CN.F[P-](F)(F)(F)(F)F.N1(O[P+](N(C)C)(N(C)C)N(C)C)C2C=CC=CC=2N=N1.Cl[C:38]1[CH:46]=[CH:45][C:41]([C:42](O)=[O:43])=[C:40](NC2C=CC=CC=2)[N:39]=1. (3) Given the product [NH2:15][CH2:14][CH2:13][CH:27]([O:28][CH2:29][CH3:34])[O:35][CH2:36][CH3:41], predict the reactants needed to synthesize it. The reactants are: FC1C(OC(=O)CCC[CH2:13][CH2:14][N:15]2C(=O)C=CC2=O)=C(F)C(F)=C(F)C=1F.[C:27](=O)([O:35][C:36]1[CH:41]=CC=CN=1)[O:28][C:29]1[CH:34]=CC=CN=1. (4) The reactants are: [F:1][CH:2]([F:34])[O:3][C:4]1[CH:9]=[CH:8][C:7]([NH:10][C:11]2[N:12]=[N:13][C:14](/[CH:17]=[CH:18]/[C:19]3[CH:20]=[C:21]4[C:25](=[CH:26][CH:27]=3)[N:24]([CH:28]3[CH2:33][CH2:32][CH2:31][CH2:30][O:29]3)[N:23]=[CH:22]4)=[CH:15][CH:16]=2)=[CH:6][CH:5]=1. Given the product [F:34][CH:2]([F:1])[O:3][C:4]1[CH:9]=[CH:8][C:7]([NH:10][C:11]2[N:12]=[N:13][C:14]([CH2:17][CH2:18][C:19]3[CH:20]=[C:21]4[C:25](=[CH:26][CH:27]=3)[N:24]([CH:28]3[CH2:33][CH2:32][CH2:31][CH2:30][O:29]3)[N:23]=[CH:22]4)=[CH:15][CH:16]=2)=[CH:6][CH:5]=1, predict the reactants needed to synthesize it. (5) Given the product [Cl:30][C:19]1[N:18]=[C:17]2[C:22]([N:23]=[C:15]([CH2:14][N:11]3[CH2:12][CH2:13][NH:8][CH2:9][C:10]3([CH3:33])[CH3:32])[N:16]2[CH3:31])=[C:21]([N:24]2[CH2:29][CH2:28][O:27][CH2:26][CH2:25]2)[N:20]=1, predict the reactants needed to synthesize it. The reactants are: C(OC([N:8]1[CH2:13][CH2:12][N:11]([CH2:14][C:15]2[N:16]([CH3:31])[C:17]3[C:22]([N:23]=2)=[C:21]([N:24]2[CH2:29][CH2:28][O:27][CH2:26][CH2:25]2)[N:20]=[C:19]([Cl:30])[N:18]=3)[C:10]([CH3:33])([CH3:32])[CH2:9]1)=O)(C)(C)C.C(O)(C(F)(F)F)=O. (6) Given the product [Br:9][C:10]1[CH:11]=[CH:12][C:13]([N:16]2[C:2](=[O:8])[C:3](=[O:5])[N:19]([CH:20]([CH3:25])[C:21]([CH3:23])([CH3:22])[CH3:24])[C:17]2=[S:18])=[CH:14][CH:15]=1, predict the reactants needed to synthesize it. The reactants are: Cl[C:2](=[O:8])[C:3]([O:5]CC)=O.[Br:9][C:10]1[CH:15]=[CH:14][C:13]([NH:16][C:17]([NH:19][CH:20]([CH3:25])[C:21]([CH3:24])([CH3:23])[CH3:22])=[S:18])=[CH:12][CH:11]=1. (7) Given the product [C:14]([C:18]1[CH:23]=[CH:22][C:21]([C@H:24]2[CH2:29][C@H:28]([C:9](=[O:11])[CH2:8][C:7]([O:6][CH2:4][CH3:5])=[O:12])[CH2:27][CH2:26][N:25]2[C:33]([O:35][CH3:36])=[O:34])=[CH:20][CH:19]=1)([CH3:17])([CH3:15])[CH3:16], predict the reactants needed to synthesize it. The reactants are: [Cl-].[Mg+2].[Cl-].[CH2:4]([O:6][C:7](=[O:12])[CH2:8][C:9]([O-:11])=O)[CH3:5].[K+].[C:14]([C:18]1[CH:23]=[CH:22][C:21]([CH:24]2[CH2:29][CH:28](C(O)=O)[CH2:27][CH2:26][N:25]2[C:33]([O:35][CH3:36])=[O:34])=[CH:20][CH:19]=1)([CH3:17])([CH3:16])[CH3:15].N1(C(N2C=CN=C2)=O)C=CN=C1.Cl.